Dataset: Forward reaction prediction with 1.9M reactions from USPTO patents (1976-2016). Task: Predict the product of the given reaction. (1) Given the reactants [CH:1]1([Mg]Br)[CH2:3][CH2:2]1.[CH2:6]([O:8][P:9]([N:14]1[CH:20]2[CH:15]1[CH2:16][CH2:17][N:18]([C:21]([O:23][CH2:24][C:25]1[CH:30]=[CH:29][CH:28]=[CH:27][CH:26]=1)=[O:22])[CH2:19]2)([O:11][CH2:12][CH3:13])=[O:10])[CH3:7].O, predict the reaction product. The product is: [CH:1]1([C@@H:15]2[CH2:16][CH2:17][N:18]([C:21]([O:23][CH2:24][C:25]3[CH:30]=[CH:29][CH:28]=[CH:27][CH:26]=3)=[O:22])[CH2:19][C@H:20]2[NH:14][P:9]([O:8][CH2:6][CH3:7])([O:11][CH2:12][CH3:13])=[O:10])[CH2:3][CH2:2]1. (2) Given the reactants FC(F)(F)C(O)=O.[OH:8][CH:9]1[CH2:12][N:11]([C:13]2[N:18]=[CH:17][N:16]=[C:15]([N:19]3[C:23](=[O:24])[C:22]([N:25]4[CH:29]=[CH:28][N:27]=[CH:26]4)=[CH:21][NH:20]3)[CH:14]=2)[CH2:10]1.[ClH:30], predict the reaction product. The product is: [ClH:30].[OH:8][CH:9]1[CH2:10][N:11]([C:13]2[N:18]=[CH:17][N:16]=[C:15]([N:19]3[C:23](=[O:24])[C:22]([N:25]4[CH:29]=[CH:28][N:27]=[CH:26]4)=[CH:21][NH:20]3)[CH:14]=2)[CH2:12]1. (3) Given the reactants [Cl:1][C:2]1[C:10]([S:11]([CH3:14])(=[O:13])=[O:12])=[CH:9][C:5]([C:6](O)=[O:7])=[C:4]([O:15][CH2:16][CH3:17])[CH:3]=1.C(Cl)(=O)C([Cl:21])=O, predict the reaction product. The product is: [Cl:1][C:2]1[C:10]([S:11]([CH3:14])(=[O:13])=[O:12])=[CH:9][C:5]([C:6]([Cl:21])=[O:7])=[C:4]([O:15][CH2:16][CH3:17])[CH:3]=1.